This data is from PAMPA (Parallel Artificial Membrane Permeability Assay) permeability data from NCATS. The task is: Regression/Classification. Given a drug SMILES string, predict its absorption, distribution, metabolism, or excretion properties. Task type varies by dataset: regression for continuous measurements (e.g., permeability, clearance, half-life) or binary classification for categorical outcomes (e.g., BBB penetration, CYP inhibition). Dataset: pampa_ncats. (1) The drug is CN(C)C1=CC=C(C=C1)C2=CSC(=N2)N3CCC(CC3)C(=O)N. The result is 0 (low-to-moderate permeability). (2) The molecule is CN1CC2=C(N=C(C=C2C1=O)N3CCOCC3)C4=CC=CC=C4OC(F)(F)F. The result is 1 (high permeability). (3) The molecule is C1CNCCC1C2=CC=C(C=C2)NCC3=CC=C(O3)C4=CC=C(C=C4)C#N. The result is 1 (high permeability). (4) The drug is CN1CCC(CC1)N(CC2=CC=CS2)C3=CC=CC=C3. The result is 1 (high permeability).